Dataset: Catalyst prediction with 721,799 reactions and 888 catalyst types from USPTO. Task: Predict which catalyst facilitates the given reaction. (1) Reactant: [CH2:1]([CH:8]1[CH:13]=[CH:12][NH:11][NH:10][C:9]1=[O:14])[C:2]1[CH:7]=[CH:6][CH:5]=[CH:4][CH:3]=1.[Se](=O)=O.O. Product: [CH2:1]([C:8]1[C:9](=[O:14])[NH:10][N:11]=[CH:12][CH:13]=1)[C:2]1[CH:3]=[CH:4][CH:5]=[CH:6][CH:7]=1. The catalyst class is: 8. (2) Reactant: [OH:1][C:2]([C:4](F)(F)F)=O.[F:8][C:9]1[CH:14]=[C:13]([F:15])[CH:12]=[CH:11][C:10]=1[C@@H:16]([F:37])[CH:17]1[CH2:22][CH2:21][N:20]([C:23]2[N:24]=[C:25]3[CH2:36][CH2:35][NH:34][CH2:33][C:26]3=[N:27][C:28]=2[NH:29][CH:30]([CH3:32])[CH3:31])[CH2:19][CH2:18]1.C(OC(=O)C)(=O)C.N1C=CC=CC=1. Product: [F:8][C:9]1[CH:14]=[C:13]([F:15])[CH:12]=[CH:11][C:10]=1[C@@H:16]([F:37])[CH:17]1[CH2:22][CH2:21][N:20]([C:23]2[N:24]=[C:25]3[CH2:36][CH2:35][N:34]([C:2](=[O:1])[CH3:4])[CH2:33][C:26]3=[N:27][C:28]=2[NH:29][CH:30]([CH3:32])[CH3:31])[CH2:19][CH2:18]1. The catalyst class is: 2. (3) Reactant: [F:1][C:2]1[CH:7]=[C:6]([O:8][CH2:9][CH2:10][C@@H:11]2[CH2:13][C@@H:12]2[CH:14]2[CH2:19][CH2:18][N:17]([C:20]3[N:25]=[CH:24][C:23]([CH2:26][O:27][CH3:28])=[CH:22][N:21]=3)[CH2:16][CH2:15]2)[CH:5]=[CH:4][C:3]=1[CH2:29][C:30]([OH:32])=O.[NH:33]1[CH2:36][CH2:35][CH2:34]1.C(N(CC)C(C)C)(C)C.CN(C(ON1N=NC2C=CC=NC1=2)=[N+](C)C)C.F[P-](F)(F)(F)(F)F. Product: [N:33]1([C:30](=[O:32])[CH2:29][C:3]2[CH:4]=[CH:5][C:6]([O:8][CH2:9][CH2:10][C@@H:11]3[CH2:13][C@@H:12]3[CH:14]3[CH2:19][CH2:18][N:17]([C:20]4[N:21]=[CH:22][C:23]([CH2:26][O:27][CH3:28])=[CH:24][N:25]=4)[CH2:16][CH2:15]3)=[CH:7][C:2]=2[F:1])[CH2:36][CH2:35][CH2:34]1. The catalyst class is: 3. (4) Reactant: [Br:1][C:2]1[CH:7]=[CH:6][C:5]([NH:8][C:9]2[O:10][C:11]3[CH:17]=[CH:16][C:15]([OH:18])=[CH:14][C:12]=3[N:13]=2)=[CH:4][CH:3]=1.C[Si]([N-][Si](C)(C)C)(C)C.[K+].Cl[C:30]1[CH:35]=[CH:34][N:33]=[C:32]([C:36]([NH:38][CH3:39])=[O:37])[CH:31]=1.C(=O)([O-])[O-].[K+].[K+]. Product: [Br:1][C:2]1[CH:3]=[CH:4][C:5]([NH:8][C:9]2[O:10][C:11]3[CH:17]=[CH:16][C:15]([O:18][C:30]4[CH:35]=[CH:34][N:33]=[C:32]([C:36]([NH:38][CH3:39])=[O:37])[CH:31]=4)=[CH:14][C:12]=3[N:13]=2)=[CH:6][CH:7]=1. The catalyst class is: 9. (5) Reactant: Cl.Cl.[N:3]1[C:8]2[NH:9][CH:10]=[CH:11][C:7]=2[C:6]([C:12]2[CH:13]=[N:14][N:15]([C:17]3([CH2:21][C:22]#[N:23])[CH2:20][NH:19][CH2:18]3)[CH:16]=2)=[N:5][CH:4]=1.C(N(CC)CC)C.[F:31][C:32]1[C:46]([C:47]([F:50])([F:49])[F:48])=[N:45][CH:44]=[CH:43][C:33]=1[C:34]([N:36]1[CH2:41][CH2:40][C:39](=O)[CH2:38][CH2:37]1)=[O:35].C(O[BH-](OC(=O)C)OC(=O)C)(=O)C.[Na+]. Product: [N:3]1[C:8]2[NH:9][CH:10]=[CH:11][C:7]=2[C:6]([C:12]2[CH:13]=[N:14][N:15]([C:17]3([CH2:21][C:22]#[N:23])[CH2:20][N:19]([CH:39]4[CH2:40][CH2:41][N:36]([C:34](=[O:35])[C:33]5[CH:43]=[CH:44][N:45]=[C:46]([C:47]([F:50])([F:49])[F:48])[C:32]=5[F:31])[CH2:37][CH2:38]4)[CH2:18]3)[CH:16]=2)=[N:5][CH:4]=1. The catalyst class is: 4.